Dataset: Forward reaction prediction with 1.9M reactions from USPTO patents (1976-2016). Task: Predict the product of the given reaction. (1) Given the reactants [F:1][C@H:2]1[CH2:6][CH2:5][N:4](C(OC(C)(C)C)=O)[C@@H:3]1[C:14](=[O:34])[NH:15][CH2:16][C:17]1[C:18]([O:32][CH3:33])=[N:19][N:20]([C:22]2[CH:23]=[N:24][C:25]([C:28]([F:31])([F:30])[F:29])=[CH:26][CH:27]=2)[CH:21]=1.[ClH:35], predict the reaction product. The product is: [ClH:35].[F:1][C@H:2]1[CH2:6][CH2:5][NH:4][C@@H:3]1[C:14]([NH:15][CH2:16][C:17]1[C:18]([O:32][CH3:33])=[N:19][N:20]([C:22]2[CH:23]=[N:24][C:25]([C:28]([F:31])([F:30])[F:29])=[CH:26][CH:27]=2)[CH:21]=1)=[O:34]. (2) Given the reactants [Cl:1][C:2]1[CH:7]=[CH:6][C:5]([C:8]2[N:12]([CH:13]([CH:16]3[CH2:21][CH2:20][CH2:19][CH2:18][CH2:17]3)[CH2:14][OH:15])[C:11]3[CH:22]=[C:23]([F:27])[C:24]([F:26])=[CH:25][C:10]=3[N:9]=2)=[CH:4][CH:3]=1.[H-].[Na+].Br[CH2:31][CH:32]1[CH2:37][CH2:36][CH2:35][CH2:34][CH2:33]1.C(OCC)(=O)C, predict the reaction product. The product is: [Cl:1][C:2]1[CH:7]=[CH:6][C:5]([C:8]2[N:12]([CH:13]([CH:16]3[CH2:17][CH2:18][CH2:19][CH2:20][CH2:21]3)[CH2:14][O:15][CH2:31][CH:32]3[CH2:37][CH2:36][CH2:35][CH2:34][CH2:33]3)[C:11]3[CH:22]=[C:23]([F:27])[C:24]([F:26])=[CH:25][C:10]=3[N:9]=2)=[CH:4][CH:3]=1. (3) Given the reactants [CH3:1][O:2][C:3]([C:5]1[C:6]([OH:30])=[C:7]2[C:12](=[C:13](Br)[N:14]=1)[N:11]([CH2:16][C:17]1[CH:22]=[CH:21][CH:20]=[CH:19][CH:18]=1)[C:10](=[O:23])[C:9]([C:24]1[CH:29]=[CH:28][CH:27]=[CH:26][CH:25]=1)=[CH:8]2)=[O:4].[CH3:31][C:32]1[CH:37]=[CH:36][C:35]([Sn](CCCC)(CCCC)CCCC)=[CH:34][N:33]=1.CCOC(C)=O.Cl, predict the reaction product. The product is: [CH3:1][O:2][C:3]([C:5]1[C:6]([OH:30])=[C:7]2[C:12](=[C:13]([C:35]3[CH:34]=[N:33][C:32]([CH3:31])=[CH:37][CH:36]=3)[N:14]=1)[N:11]([CH2:16][C:17]1[CH:22]=[CH:21][CH:20]=[CH:19][CH:18]=1)[C:10](=[O:23])[C:9]([C:24]1[CH:29]=[CH:28][CH:27]=[CH:26][CH:25]=1)=[CH:8]2)=[O:4]. (4) Given the reactants I[C:2]1[CH:7]=[CH:6][C:5]([C:8]2[O:9][C:10]([CH3:13])=[N:11][N:12]=2)=[CH:4][CH:3]=1.[CH3:14][C:15]1[CH:20]=[CH:19][C:18]([NH:21][C:22]([C:24]2[CH:28]=[CH:27][S:26][CH:25]=2)=[O:23])=[CH:17][C:16]=1B1OC(C)(C)C(C)(C)O1, predict the reaction product. The product is: [CH3:14][C:15]1[C:16]([C:2]2[CH:7]=[CH:6][C:5]([C:8]3[O:9][C:10]([CH3:13])=[N:11][N:12]=3)=[CH:4][CH:3]=2)=[CH:17][C:18]([NH:21][C:22]([C:24]2[CH:28]=[CH:27][S:26][CH:25]=2)=[O:23])=[CH:19][CH:20]=1. (5) Given the reactants [O:1]1[C:6]2([CH2:11][CH2:10][NH:9][CH2:8][CH2:7]2)[CH2:5][NH:4][C:3](=[O:12])[CH2:2]1.[CH3:13][C:14]([CH3:16])=O.[BH3-]C#N.[Na+].C(O)(=O)C.C([O-])(O)=O.[Na+], predict the reaction product. The product is: [CH:14]([N:9]1[CH2:8][CH2:7][C:6]2([O:1][CH2:2][C:3](=[O:12])[NH:4][CH2:5]2)[CH2:11][CH2:10]1)([CH3:16])[CH3:13].